From a dataset of Experimentally validated miRNA-target interactions with 360,000+ pairs, plus equal number of negative samples. Binary Classification. Given a miRNA mature sequence and a target amino acid sequence, predict their likelihood of interaction. Result: 0 (no interaction). The protein sequence of the target gene is MTDNELSALVVDNGSGMCKAGFGGDDAPRAVFPSMIGRPRHQGVMVGMGQKDCYVGDEAQSKRGVLTLKYPIEHGVVTNWDDMEKIWYHTFYNELRVAPDEHPILLTEAPLNPKINREKMTQIMFEAFNTPAMYVAIQAVLSLYASGRTTGIVMDSGDGVTHIVPIYEGYALPHAILRLDLAGRDLTDYLMKILTERGYNFTTTAEREIVRDVKEKLCYVALDFEQEMVRAAASSSPERSYELPDGQVITIGNERFRCPEAIFQPSFLGIESSGIHETTFNSIMKCDVDIRKDLYANTVL.... The miRNA is mmu-miR-1970 with sequence UGUGUCACUGGGGAUAGGCUUUG.